From a dataset of Catalyst prediction with 721,799 reactions and 888 catalyst types from USPTO. Predict which catalyst facilitates the given reaction. (1) Product: [CH3:27][C:25]1([CH3:28])[CH2:26][C@@H:24]1[C:22]([NH:21][NH:20][C:18]([C@@H:13]1[CH2:12][CH2:11][C@@H:10]2[CH2:17][N:14]1[C:15](=[O:16])[N:9]2[OH:8])=[O:19])=[O:23]. Reactant: C([O:8][N:9]1[C:15](=[O:16])[N:14]2[CH2:17][C@H:10]1[CH2:11][CH2:12][C@H:13]2[C:18]([NH:20][NH:21][C:22]([C@@H:24]1[CH2:26][C:25]1([CH3:28])[CH3:27])=[O:23])=[O:19])C1C=CC=CC=1. The catalyst class is: 19. (2) Reactant: [F:1][C:2]1[CH:7]=[CH:6][C:5]([CH:8]([O:15][C:16]2[CH:17]=[CH:18][C:19]([CH2:25][CH2:26][C:27]3[CH:32]=[CH:31][C:30]([F:33])=[CH:29][CH:28]=3)=[C:20]([CH:24]=2)[C:21](O)=[O:22])[CH2:9][N:10]2[CH:14]=[CH:13][N:12]=[CH:11]2)=[CH:4][CH:3]=1.[NH2:34][C@@H:35]([CH2:43][CH2:44][S:45]([CH3:48])(=[O:47])=[O:46])[C:36]([O:38][C:39]([CH3:42])([CH3:41])[CH3:40])=[O:37].CCN=C=NCCCN(C)C.Cl. Product: [F:1][C:2]1[CH:7]=[CH:6][C:5]([CH:8]([O:15][C:16]2[CH:17]=[CH:18][C:19]([CH2:25][CH2:26][C:27]3[CH:28]=[CH:29][C:30]([F:33])=[CH:31][CH:32]=3)=[C:20]([CH:24]=2)[C:21]([NH:34][C@@H:35]([CH2:43][CH2:44][S:45]([CH3:48])(=[O:47])=[O:46])[C:36]([O:38][C:39]([CH3:41])([CH3:42])[CH3:40])=[O:37])=[O:22])[CH2:9][N:10]2[CH:14]=[CH:13][N:12]=[CH:11]2)=[CH:4][CH:3]=1. The catalyst class is: 142.